From a dataset of Reaction yield outcomes from USPTO patents with 853,638 reactions. Predict the reaction yield, written as a fraction of the theoretical maximum amount of product (1.0 means a 100% yield; for example, 0.34 means a 34% yield). (1) The reactants are [Cl:1][C:2]1[N:10]=[CH:9][N:8]=[C:7]2[C:3]=1[N:4]=[CH:5][N:6]2[C@H:11]1[C@@H:15]2[O:16][C:17]([CH3:20])([CH3:19])[O:18][C@@H:14]2[C@@H:13]([CH2:21][OH:22])[O:12]1.N1C=CC=CC=1.[C:29](OC(=O)C)(=[O:31])[CH3:30]. The catalyst is CN(C)C1C=CN=CC=1.C(Cl)Cl. The product is [C:29]([O:22][CH2:21][C@@H:13]1[C@@H:14]2[C@@H:15]([O:16][C:17]([CH3:19])([CH3:20])[O:18]2)[C@H:11]([N:6]2[CH:5]=[N:4][C:3]3[C:7]2=[N:8][CH:9]=[N:10][C:2]=3[Cl:1])[O:12]1)(=[O:31])[CH3:30]. The yield is 0.840. (2) The reactants are [CH2:1]([NH:3][CH2:4][CH3:5])[CH3:2].[O:6]=[C:7]1[CH2:12][CH2:11][CH2:10][CH2:9][CH:8]1[C:13]([OH:15])=O.[Br:16]Br. The catalyst is C(OCC)C. The product is [CH2:1]([N:3]([CH2:4][CH3:5])[C:13]([CH:8]1[CH2:9][CH2:10][CH2:11][CH:12]([Br:16])[C:7]1=[O:6])=[O:15])[CH3:2]. The yield is 1.09. (3) The yield is 0.910. The catalyst is C(OCC)(=O)C.[Cl-].[Na+].O. The reactants are [CH2:1]([N:3]([C:12]1[CH:13]=[CH:14][CH:15]=[C:16]2[C:20]=1[NH:19][C:18]([C:21]1[S:22][C:23]([CH2:26]O)=[CH:24][N:25]=1)=[CH:17]2)[S:4]([C:7]1[S:8][CH:9]=[CH:10][CH:11]=1)(=[O:6])=[O:5])[CH3:2].CN(C)C=O.O1CCCC1.S(Cl)([Cl:40])=O. The product is [Cl:40][CH2:26][C:23]1[S:22][C:21]([C:18]2[NH:19][C:20]3[C:16]([CH:17]=2)=[CH:15][CH:14]=[CH:13][C:12]=3[N:3]([CH2:1][CH3:2])[S:4]([C:7]2[S:8][CH:9]=[CH:10][CH:11]=2)(=[O:6])=[O:5])=[N:25][CH:24]=1. (4) The reactants are [CH2:1]([C:5]1[N:6]=[C:7]([SH:27])[NH:8][C:9](=[O:26])[C:10]=1[CH2:11][C:12]1[CH:17]=[CH:16][C:15]([C:18]2[C:19]([C:24]#[N:25])=[CH:20][CH:21]=[CH:22][CH:23]=2)=[CH:14][CH:13]=1)[CH2:2][CH2:3][CH3:4].I[CH3:29].[OH-].[K+]. The catalyst is CO. The product is [CH2:1]([C:5]1[N:6]=[C:7]([S:27][CH3:29])[NH:8][C:9](=[O:26])[C:10]=1[CH2:11][C:12]1[CH:17]=[CH:16][C:15]([C:18]2[C:19]([C:24]#[N:25])=[CH:20][CH:21]=[CH:22][CH:23]=2)=[CH:14][CH:13]=1)[CH2:2][CH2:3][CH3:4]. The yield is 0.830.